Dataset: Forward reaction prediction with 1.9M reactions from USPTO patents (1976-2016). Task: Predict the product of the given reaction. (1) The product is: [CH2:16]([O:1][CH2:2][CH2:3][NH:4][C:5](=[O:11])[O:6][C:7]([CH3:8])([CH3:10])[CH3:9])[C:15]#[CH:14]. Given the reactants [OH:1][CH2:2][CH2:3][NH:4][C:5](=[O:11])[O:6][C:7]([CH3:10])([CH3:9])[CH3:8].[OH-].[Na+].[CH2:14](Br)[C:15]#[CH:16], predict the reaction product. (2) The product is: [CH3:26][O:27][C:28]1[N:33]=[CH:32][C:31]([NH:34][C:35]([N:2]2[CH2:7][CH2:6][C:5](=[CH:8][C:9]3[CH:25]=[CH:24][CH:23]=[C:11]([O:12][C:13]4[CH:18]=[CH:17][C:16]([C:19]([F:22])([F:20])[F:21])=[CH:15][N:14]=4)[CH:10]=3)[CH2:4][CH2:3]2)=[O:36])=[CH:30][CH:29]=1. Given the reactants Cl.[NH:2]1[CH2:7][CH2:6][C:5](=[CH:8][C:9]2[CH:10]=[C:11]([CH:23]=[CH:24][CH:25]=2)[O:12][C:13]2[CH:18]=[CH:17][C:16]([C:19]([F:22])([F:21])[F:20])=[CH:15][N:14]=2)[CH2:4][CH2:3]1.[CH3:26][O:27][C:28]1[N:33]=[CH:32][C:31]([NH:34][C:35](=O)[O:36]C2C=CC=CC=2)=[CH:30][CH:29]=1.C(N(C(C)C)CC)(C)C, predict the reaction product.